Dataset: Forward reaction prediction with 1.9M reactions from USPTO patents (1976-2016). Task: Predict the product of the given reaction. (1) The product is: [CH3:14][C:13]1[CH:15]=[CH:16][C:10]([S:7]([O:6][CH2:5][CH2:4][CH2:3][S:2][CH3:1])(=[O:9])=[O:8])=[CH:11][CH:12]=1. Given the reactants [CH3:1][S:2][CH2:3][CH2:4][CH2:5][OH:6].[S:7](Cl)([C:10]1[CH:16]=[CH:15][C:13]([CH3:14])=[CH:12][CH:11]=1)(=[O:9])=[O:8].N1C=CC=CC=1, predict the reaction product. (2) Given the reactants [CH3:1][C:2]1([CH3:13])[C:11]2[C:6](=[CH:7][C:8]([NH2:12])=[CH:9][CH:10]=2)[CH2:5][NH:4][CH2:3]1.CCN(CC)CC.[C:21](OC(=O)C)(=[O:23])[CH3:22], predict the reaction product. The product is: [NH2:12][C:8]1[CH:7]=[C:6]2[C:11]([C:2]([CH3:13])([CH3:1])[CH2:3][N:4]([C:21](=[O:23])[CH3:22])[CH2:5]2)=[CH:10][CH:9]=1.